This data is from Forward reaction prediction with 1.9M reactions from USPTO patents (1976-2016). The task is: Predict the product of the given reaction. (1) Given the reactants C(#N)C.[F:4][C:5]1[CH:6]=[C:7]([N+:12]([O-:14])=[O:13])[CH:8]=[CH:9][C:10]=1F.[NH:15]1[CH2:20][CH2:19][CH2:18][CH2:17][CH2:16]1, predict the reaction product. The product is: [F:4][C:5]1[CH:6]=[C:7]([N+:12]([O-:14])=[O:13])[CH:8]=[CH:9][C:10]=1[N:15]1[CH2:20][CH2:19][CH2:18][CH2:17][CH2:16]1. (2) The product is: [C:1]1(=[O:8])[CH:6]=[CH:5][C:4](=[O:7])[CH:3]=[CH:2]1.[C:4]1([CH:5]=[CH:6][C:1]([OH:8])=[CH:2][CH:3]=1)[OH:7]. Given the reactants [C:1]1(=[O:8])[CH:6]=[CH:5][C:4](=[O:7])[CH:3]=[CH:2]1, predict the reaction product.